Dataset: Forward reaction prediction with 1.9M reactions from USPTO patents (1976-2016). Task: Predict the product of the given reaction. (1) Given the reactants [OH:1][C:2]12[C:13]3[C:8](=[CH:9][CH:10]=[CH:11][C:12]=3[N+:14]([O-])=O)[C:7](=[O:17])[C:6]1([NH:18][C:19]([C:21]1[CH:25]=[CH:24][NH:23][CH:22]=1)=[O:20])[C:5]1[CH:26]=[CH:27][C:28]([CH:30]([CH3:32])[CH3:31])=[CH:29][C:4]=1O2.C(O)C.[OH2:36], predict the reaction product. The product is: [NH2:14][C:12]1[CH:11]=[CH:10][CH:9]=[C:8]2[C:13]=1[C:2](=[O:1])[C:6]1([NH:18][C:19]([C:21]3[CH:25]=[CH:24][NH:23][CH:22]=3)=[O:20])[C:5]3[CH:26]=[CH:27][C:28]([CH:30]([CH3:31])[CH3:32])=[CH:29][C:4]=3[O:36][C:7]12[OH:17]. (2) Given the reactants [C:1]([S:5]([C:8]1[CH:9]=[C:10]2[C:15](=[CH:16][C:17]=1[O:18][CH2:19][C:20](=[O:22])[CH3:21])[N:14]=[CH:13][CH:12]=[C:11]2[Cl:23])(=[O:7])=[O:6])([CH3:4])([CH3:3])[CH3:2].[BH4-].[Na+], predict the reaction product. The product is: [C:1]([S:5]([C:8]1[CH:9]=[C:10]2[C:15](=[CH:16][C:17]=1[O:18][CH2:19][CH:20]([OH:22])[CH3:21])[N:14]=[CH:13][CH:12]=[C:11]2[Cl:23])(=[O:6])=[O:7])([CH3:3])([CH3:2])[CH3:4]. (3) Given the reactants [C:1]([O:5][C:6](=[O:18])[NH:7][CH2:8][CH2:9][C:10]1[CH:15]=[CH:14][C:13]([CH2:16][OH:17])=[CH:12][CH:11]=1)([CH3:4])([CH3:3])[CH3:2], predict the reaction product. The product is: [C:1]([O:5][C:6](=[O:18])[NH:7][CH2:8][CH2:9][C:10]1[CH:15]=[CH:14][C:13]([CH:16]=[O:17])=[CH:12][CH:11]=1)([CH3:4])([CH3:2])[CH3:3]. (4) The product is: [C:1]([O:5][C@@H:6]([C:11]1[C:40]([CH3:41])=[CH:39][C:38]2=[N:42][C:35]3=[CH:36][N:37]2[C:12]=1[N:13]1[CH2:14][CH2:15][C:16]([CH3:48])([O:17][CH2:18][CH:19]=[CH:20][CH2:21][C@H:22]([CH3:45])[O:23][C:24]2[C:25]([F:44])=[CH:26][CH:27]=[CH:28][C:29]=2[C:30]2[CH:43]=[C:34]3[CH:33]=[CH:32][CH:31]=2)[CH2:46][CH2:47]1)[C:7]([OH:9])=[O:8])([CH3:4])([CH3:2])[CH3:3]. Given the reactants [C:1]([O:5][C@@H:6]([C:11]1[C:40]([CH3:41])=[CH:39][C:38]2=[N:42][C:35]3=[CH:36][N:37]2[C:12]=1[N:13]1[CH2:47][CH2:46][C:16]([CH3:48])([O:17][CH2:18][CH:19]=[CH:20][CH2:21][C@H:22]([CH3:45])[O:23][C:24]2[C:25]([F:44])=[CH:26][CH:27]=[CH:28][C:29]=2[C:30]2[CH:43]=[C:34]3[CH:33]=[CH:32][CH:31]=2)[CH2:15][CH2:14]1)[C:7]([O:9]C)=[O:8])([CH3:4])([CH3:3])[CH3:2].C(O[C@@H](C1C(C)=CC2=NC3=C(Cl)N2C=1N1CCC(C)(OCCCC[C@H](C)OC2C=CC(C)=CC=2C2C=C3C=CC=2)CC1)C(O)=O)(C)(C)C, predict the reaction product. (5) Given the reactants [CH3:1][C:2](=[O:7])[CH2:3][C:4](=O)[CH3:5].[O:8]1[CH2:12][CH2:11][CH2:10][C@@H:9]1[CH2:13][NH:14][C:15]([NH2:17])=[S:16].CS(C)=O.Cl, predict the reaction product. The product is: [NH:17]=[C:15]1[N:14]([CH2:13][C@H:9]2[CH2:10][CH2:11][CH2:12][O:8]2)[C:4]([CH3:5])=[C:3]([C:2](=[O:7])[CH3:1])[S:16]1. (6) Given the reactants [F:1][C:2](=[C:5]([CH3:7])[CH3:6])[CH2:3]O.[C:8]1(=[O:18])[NH:12][C:11](=[O:13])[C:10]2=[CH:14][CH:15]=[CH:16][CH:17]=[C:9]12.C1C=CC(P(C2C=CC=CC=2)C2C=CC=CC=2)=CC=1.CCOC(/N=N/C(OCC)=O)=O, predict the reaction product. The product is: [F:1][C:2](=[C:5]([CH3:7])[CH3:6])[CH2:3][N:12]1[C:8](=[O:18])[C:9]2[C:10](=[CH:14][CH:15]=[CH:16][CH:17]=2)[C:11]1=[O:13]. (7) Given the reactants C(C1NC2C(C=1)=CC=C(C(O)=O)C=2)(=O)N.[CH3:16][NH:17][C:18]1[CH:27]=[CH:26][C:25]2[C:20](=[CH:21][C:22]([C:28]([O:30]CC)=[O:29])=[CH:23][CH:24]=2)[N:19]=1, predict the reaction product. The product is: [CH3:16][NH:17][C:18]1[CH:27]=[CH:26][C:25]2[C:20](=[CH:21][C:22]([C:28]([OH:30])=[O:29])=[CH:23][CH:24]=2)[N:19]=1. (8) Given the reactants [N:1]1[CH:6]=[CH:5][CH:4]=[C:3]([C:7]2[CH:11]=[C:10]([C:12]([F:15])([F:14])[F:13])[N:9]([C:16]3[N:21]=[N:20][C:19]([NH2:22])=[CH:18][CH:17]=3)[N:8]=2)[CH:2]=1.C(N(CC)C(C)C)(C)C.[O:32]1[C:36]([C:37]2[CH:38]=[C:39]([CH:43]=[CH:44][CH:45]=2)[C:40](Cl)=[O:41])=[CH:35][N:34]=[CH:33]1.C(=O)(O)[O-].[Na+], predict the reaction product. The product is: [N:1]1[CH:6]=[CH:5][CH:4]=[C:3]([C:7]2[CH:11]=[C:10]([C:12]([F:15])([F:13])[F:14])[N:9]([C:16]3[N:21]=[N:20][C:19]([NH2:22])=[CH:18][CH:17]=3)[N:8]=2)[CH:2]=1.[O:32]1[C:36]([C:37]2[CH:38]=[C:39]([CH:43]=[CH:44][CH:45]=2)[C:40]([NH:22][C:19]2[N:20]=[N:21][C:16]([N:9]3[C:10]([C:12]([F:15])([F:13])[F:14])=[CH:11][C:7]([C:3]4[CH:2]=[N:1][CH:6]=[CH:5][CH:4]=4)=[N:8]3)=[CH:17][CH:18]=2)=[O:41])=[CH:35][N:34]=[CH:33]1. (9) Given the reactants [Cl:1][C:2]1[CH:7]=[C:6]([Cl:8])[CH:5]=[CH:4][C:3]=1[S:9]([NH:12][C:13]1[CH:22]=[CH:21][C:16]([C:17](OC)=[O:18])=[CH:15][CH:14]=1)(=[O:11])=[O:10].[H-].[Al+3].[Li+].[H-].[H-].[H-].Cl.C(OCC)(=O)C, predict the reaction product. The product is: [Cl:1][C:2]1[CH:7]=[C:6]([Cl:8])[CH:5]=[CH:4][C:3]=1[S:9]([NH:12][C:13]1[CH:22]=[CH:21][C:16]([CH2:17][OH:18])=[CH:15][CH:14]=1)(=[O:10])=[O:11]. (10) Given the reactants [O:1]1[C:5]2[CH:6]=[CH:7][CH:8]=[CH:9][C:4]=2[N:3]=[C:2]1[C:10]1[CH:17]=[CH:16][C:13]([CH:14]=[O:15])=[CH:12][CH:11]=1.N1CC[CH2:23][C@H:19]1[C:20](O)=[O:21].[NH4+].[Cl-].C(OCC)(=[O:30])C, predict the reaction product. The product is: [O:1]1[C:5]2[CH:6]=[CH:7][CH:8]=[CH:9][C:4]=2[N:3]=[C:2]1[C:10]1[CH:17]=[CH:16][C:13]([CH:14]([OH:15])[CH:20]([OH:21])[C:19](=[O:30])[CH3:23])=[CH:12][CH:11]=1.